Dataset: Forward reaction prediction with 1.9M reactions from USPTO patents (1976-2016). Task: Predict the product of the given reaction. (1) Given the reactants [CH3:1][O:2][CH:3]1[CH:8]=[CH:7][CH:6]=[C:5]([CH3:9])[C:4]1(OC)[O:10][CH3:11].C1C(=O)N([Br:21])C(=O)C1, predict the reaction product. The product is: [Br:21][C:6]1[CH:7]=[CH:8][C:3]([O:2][CH3:1])=[C:4]([O:10][CH3:11])[C:5]=1[CH3:9]. (2) Given the reactants [Br:1][C:2]1[CH:3]=[N:4][C:5]([C:8]2[CH:13]=[CH:12][C:11]([CH2:14][C@H:15]([NH:23][C:24]([C:26]3[S:27][C:28]([C:31]([CH3:34])([CH3:33])[CH3:32])=[CH:29][CH:30]=3)=[O:25])[C:16]([O:18]CCCC)=[O:17])=[CH:10][CH:9]=2)=[N:6][CH:7]=1.C(O)(C(F)(F)F)=O, predict the reaction product. The product is: [Br:1][C:2]1[CH:7]=[N:6][C:5]([C:8]2[CH:9]=[CH:10][C:11]([CH2:14][C@H:15]([NH:23][C:24]([C:26]3[S:27][C:28]([C:31]([CH3:34])([CH3:33])[CH3:32])=[CH:29][CH:30]=3)=[O:25])[C:16]([OH:18])=[O:17])=[CH:12][CH:13]=2)=[N:4][CH:3]=1. (3) Given the reactants [O:1]1[C:6]2([CH:16]=[CH:15][C:9]3(OCCC[O:10]3)[CH:8]=[CH:7]2)[O:5][CH2:4][CH2:3][CH2:2]1.O.C(O)(=O)C.C([O-])(O)=O.[Na+], predict the reaction product. The product is: [O:1]1[C:6]2([CH:16]=[CH:15][C:9](=[O:10])[CH:8]=[CH:7]2)[O:5][CH2:4][CH2:3][CH2:2]1. (4) The product is: [CH:1]1([CH2:4][NH:5][C:17](=[O:18])[NH:16][C@@H:15]([C:26]([CH3:28])([CH3:27])[CH3:29])[C:14]([O:13][CH2:6][C:7]2[CH:8]=[CH:9][CH:10]=[CH:11][CH:12]=2)=[O:30])[CH2:3][CH2:2]1. Given the reactants [CH:1]1([CH2:4][NH2:5])[CH2:3][CH2:2]1.[CH2:6]([O:13][C:14](=[O:30])[C@H:15]([C:26]([CH3:29])([CH3:28])[CH3:27])[NH:16][C:17](OC1C=CC=CC=1)=[O:18])[C:7]1[CH:12]=[CH:11][CH:10]=[CH:9][CH:8]=1, predict the reaction product.